Dataset: Experimentally validated miRNA-target interactions with 360,000+ pairs, plus equal number of negative samples. Task: Binary Classification. Given a miRNA mature sequence and a target amino acid sequence, predict their likelihood of interaction. (1) The miRNA is dme-miR-5-5p with sequence AAAGGAACGAUCGUUGUGAUAUG. The protein sequence of the target gene is MMRCPAGGAEVEMAELYVKPGNKERGWNDPPQFSYGLQTQTGGPKRTPLTKRVAAPQDGSPRAPETSGPPPVDHPPPSSKASRPPPMGSCPATGVEPPSSPVIESETLIEDVLRPLEQALEDCHGHTKKQVCDDISRRLALLREQWAGGKLSIPVKKRMALLVQELLHHQWDAADDIHRSLMVDHVTEVSQWMVGVKRLIAEKKSLSSEETKEEKFTVEPENQTIPGFQQPS. Result: 0 (no interaction). (2) The miRNA is hsa-miR-1284 with sequence UCUAUACAGACCCUGGCUUUUC. The protein sequence of the target gene is MAAQRGMPSSAVRVLEEALGMGLTAAGDARDTADAVAAEGAYYLEQVTITEASEDDYEYEEIPDDNFSIPEGEEDLAKAIQMAQEQATDTEILERKTVLPSKHAVPEVIEDFLCNFLIKMGMTRTLDCFQSEWYELIQKGVTELRTVGNVPDVYTQIMLLENENKNLKKDLKHYKQAADKAREDLLKIQKERDFHRMHHKRIVQEKNKLINDLKGLKLHYASYEPTIRVLHEKHHTLLKEKMLTSLERDKVVGQISGLQETLKKLQRGHSYHGPQIKVDHSREKENAPEGPTQKGLREAR.... Result: 0 (no interaction). (3) The miRNA is hsa-miR-18b-3p with sequence UGCCCUAAAUGCCCCUUCUGGC. The protein sequence of the target gene is MFRFMRDVEPEDPMFLMDPFAIHRQHMSRMLSGGFGYSPFLSITDGNMPATRPASRRMQAGAVSPFGMLGMSGGFMDMFGMMNDMIGNMEHMAAGGNCQTFSSSTVISYSNTGDGAPKVYQETSEMRSAPGGIRETRRTVRDSDSGLEQMSIGHHIRDRAHILQRSRNHRTGDQEERQDYINLDESEAAAFDDEWRRETSRYRQQRPLEFRRHEASVGGGRRAEGPPRLAIQGPEDSPSRQSRRYDW. Result: 0 (no interaction). (4) The miRNA is mmu-miR-362-3p with sequence AACACACCUGUUCAAGGAUUCA. The protein sequence of the target gene is MAPLALMGVVLLLGVPHCLGEATPTPSLPPPTANDSDASPEGCQGSYRCQPGVLLPVWEPEDPSLGDKVARAVVYFVAMVYMFLGVSIIADRFMASIEVITSKEKEITITKANGETSVGTVRIWNETVSNLTLMALGSSAPEILLTVIEVCGHNFQAGELGPGTIVGSAAFNMFVVIAVCVYVIPAGESRKIKHLRVFFVTASWSIFAYVWLYLILAVFSPGVVQVWEALLTLIFFPVCVVFAWMADKRLLFYKYVYKRYRTDPRSGIIIGAEGDPPKSIELDGTFVGTEVPGELGALGT.... Result: 1 (interaction). (5) The miRNA is hsa-miR-4759 with sequence UAGGACUAGAUGUUGGAAUUA. The protein sequence of the target gene is MFWKFDLHSSSHIDTLLEREDVTLKELMDEEDVLQECKAQNRKLIEFLLKAECLEDLVSFIIEEPPQDMDEKIRYKYPNISCELLTSDVSQMNDRLGEDESLLMKLYSFLLNESPLNPLLASFFSKVLSILISRKPEQIVDFLKKKRDFVDLIIKHIGTSAIMDLLLRLLTCIEPPQPRQDVLNWLNEERIIQRLVEIVHPSQEEDRHSNASQSLCEIVRLSRDQMLQVQNSTEPDPLLATLEKQEIIEQLLSNIFHKEKNESAIVSAIQILLTLLETRRPTFEGHIEICPPGMSHSACS.... Result: 0 (no interaction). (6) The miRNA is hsa-miR-3130-5p with sequence UACCCAGUCUCCGGUGCAGCC. The protein sequence of the target gene is MNHTVQTFFSPVNSGQPPNYEMLKEEHEVAVLGAPHNPAPPTSTVIHIRSETSVPDHVVWSLFNTLFMNPCCLGFIAFAYSVKSRDRKMVGDVTGAQAYASTAKCLNIWALILGILMTILLIVIPVLIFQAYG. Result: 0 (no interaction). (7) The miRNA is rno-miR-9a-5p with sequence UCUUUGGUUAUCUAGCUGUAUGA. The protein sequence of the target gene is MRARPQVCEALLFALALHTGVCYGIKWLALSKTPAALALNQTQHCKQLEGLVSAQVQLCRSNLELMRTIVHAARGAMKACRRAFADMRWNCSSIELAPNYLLDLERGTRESAFVYALSAATISHTIARACTSGDLPGCSCGPVPGEPPGPGNRWGGCADNLSYGLLMGAKFSDAPMKVKKTGSQANKLMRLHNSEVGRQALRASLETKCKCHGVSGSCSIRTCWKGLQELQDVAADLKTRYLSATKVVHRPMGTRKHLVPKDLDIRPVKDSELVYLQSSPDFCMKNEKVGSHGTQDRQCN.... Result: 0 (no interaction). (8) The miRNA is hsa-miR-141-3p with sequence UAACACUGUCUGGUAAAGAUGG. The protein sequence of the target gene is MATRVLSMSARLGPVPQPPAPQDEPVFAQLKPVLGAANPARDAALFPGEELKHAHHRPQAQPAPAQAPQPAQPPATGPRLPPEDLVQTRCEMEKYLTPQLPPVPIIPEHKKYRRDSASVVDQFFTDTEGLPYSINMNVFLPDITHLRTGLYKSQRPCVTHIKTEPVAIFSHQSETTAPPPAPTQALPEFTSIFSSHQTAAPEVNNIFIKQELPTPDLHLSVPTQQGHLYQLLNTPDLDMPSSTNQTAAMDTLNVSMSAAMAGLNTHTSAVPQTAVKQFQGMPPCTYTMPSQFLPQQATYF.... Result: 1 (interaction).